This data is from Reaction yield outcomes from USPTO patents with 853,638 reactions. The task is: Predict the reaction yield, written as a fraction of the theoretical maximum amount of product (1.0 means a 100% yield; for example, 0.34 means a 34% yield). (1) The reactants are C([O:3][C:4](=[O:38])[CH2:5][N:6]1[CH:10]([C:11]2[CH:16]=[CH:15][C:14]([C:17]3[C:22]4[O:23][C:24]5[CH:29]=[CH:28][CH:27]=[CH:26][C:25]=5[C:21]=4[CH:20]=[CH:19][CH:18]=3)=[CH:13][CH:12]=2)[CH2:9][C:8]([C:30]2[CH:35]=[CH:34][C:33]([O:36][CH3:37])=[CH:32][CH:31]=2)=[N:7]1)C.[OH-].[K+].Cl. The catalyst is C1COCC1.CO. The product is [CH:20]1[C:21]2[C:25]3[CH:26]=[CH:27][CH:28]=[CH:29][C:24]=3[O:23][C:22]=2[C:17]([C:14]2[CH:13]=[CH:12][C:11]([CH:10]3[N:6]([CH2:5][C:4]([OH:38])=[O:3])[N:7]=[C:8]([C:30]4[CH:31]=[CH:32][C:33]([O:36][CH3:37])=[CH:34][CH:35]=4)[CH2:9]3)=[CH:16][CH:15]=2)=[CH:18][CH:19]=1. The yield is 0.950. (2) The reactants are [NH:1]1[C:9]2[C:4](=[CH:5][CH:6]=[CH:7][CH:8]=2)[C:3]([C:10]2[N:11]=[N:12][N:13]([C:15]3[CH:41]=[CH:40][C:18]([C:19]([NH:21][C:22]4[CH:23]=[N:24][N:25]([CH:27]5[CH2:32][CH2:31][N:30](C(OC(C)(C)C)=O)[CH2:29][CH2:28]5)[CH:26]=4)=[O:20])=[CH:17][CH:16]=3)[CH:14]=2)=[N:2]1.[ClH:42]. The catalyst is O1CCOCC1.O. The product is [ClH:42].[NH:1]1[C:9]2[C:4](=[CH:5][CH:6]=[CH:7][CH:8]=2)[C:3]([C:10]2[N:11]=[N:12][N:13]([C:15]3[CH:16]=[CH:17][C:18]([C:19]([NH:21][C:22]4[CH:23]=[N:24][N:25]([CH:27]5[CH2:28][CH2:29][NH:30][CH2:31][CH2:32]5)[CH:26]=4)=[O:20])=[CH:40][CH:41]=3)[CH:14]=2)=[N:2]1. The yield is 0.720. (3) The reactants are [Cl:1][C:2]1[CH:3]=[C:4]([S:22][CH:23]2[CH2:28][CH2:27][C:26](=O)[CH2:25][CH2:24]2)[C:5]([CH3:21])=[C:6]([CH:20]=1)[C:7]([NH:9][CH2:10][C:11]1[C:12](=[O:19])[NH:13][C:14]([CH3:18])=[CH:15][C:16]=1[CH3:17])=[O:8].[CH3:30][NH:31][CH3:32].C(O)(=O)C.C(O[BH-](OC(=O)C)OC(=O)C)(=O)C.[Na+]. The catalyst is ClC(Cl)C. The product is [Cl:1][C:2]1[CH:3]=[C:4]([S:22][CH:23]2[CH2:24][CH2:25][CH:26]([N:31]([CH3:32])[CH3:30])[CH2:27][CH2:28]2)[C:5]([CH3:21])=[C:6]([CH:20]=1)[C:7]([NH:9][CH2:10][C:11]1[C:12](=[O:19])[NH:13][C:14]([CH3:18])=[CH:15][C:16]=1[CH3:17])=[O:8]. The yield is 0.0330. (4) The reactants are [F:1][C:2]1[CH:3]=[CH:4][C:5]2[N:6]([C:8]([C:11]3[N:16]=[C:15]([NH:17][C@@H:18]4[CH2:23][CH2:22][CH2:21][NH:20][CH2:19]4)[CH:14]=[CH:13][N:12]=3)=[CH:9][N:10]=2)[CH:7]=1.Br[C:25]1[N:29]=[CH:28][NH:27][N:26]=1. No catalyst specified. The product is [NH:26]1[CH:25]=[N:29][C:28]([N:20]2[CH2:21][CH2:22][CH2:23][CH:18]([NH:17][C:15]3[CH:14]=[CH:13][N:12]=[C:11]([C:8]4[N:6]5[CH:7]=[C:2]([F:1])[CH:3]=[CH:4][C:5]5=[N:10][CH:9]=4)[N:16]=3)[CH2:19]2)=[N:27]1. The yield is 0.150. (5) The reactants are N1CCCCC1.[CH3:7][O:8][C:9]1[CH:10]=[C:11]([CH:14]=[CH:15][C:16]=1[O:17][CH3:18])[CH:12]=O.C([CH2:22][C:23]([NH:25][C:26]1[CH:34]=[CH:33][CH:32]=[CH:31][C:27]=1[C:28]([OH:30])=[O:29])=[O:24])(O)=O. The catalyst is C1(C)C=CC=CC=1. The product is [CH3:7][O:8][C:9]1[CH:10]=[C:11](/[CH:12]=[CH:22]/[C:23]([NH:25][C:26]2[CH:34]=[CH:33][CH:32]=[CH:31][C:27]=2[C:28]([OH:30])=[O:29])=[O:24])[CH:14]=[CH:15][C:16]=1[O:17][CH3:18]. The yield is 0.740. (6) The reactants are [F:1][C:2]1[CH:11]=[C:10]([C:12]2[N:17]=[C:16]3[N:18]([CH2:21][C:22]4[CH:23]=[C:24]5[C:29](=[CH:30][C:31]=4[F:32])[N:28]=[CH:27][CH:26]=[CH:25]5)[N:19]=[N:20][C:15]3=[CH:14][CH:13]=2)[CH:9]=[CH:8][C:3]=1[C:4]([O:6]C)=[O:5].[OH-].[Li+].C1COCC1.Cl. The catalyst is CO.O. The product is [F:1][C:2]1[CH:11]=[C:10]([C:12]2[N:17]=[C:16]3[N:18]([CH2:21][C:22]4[CH:23]=[C:24]5[C:29](=[CH:30][C:31]=4[F:32])[N:28]=[CH:27][CH:26]=[CH:25]5)[N:19]=[N:20][C:15]3=[CH:14][CH:13]=2)[CH:9]=[CH:8][C:3]=1[C:4]([OH:6])=[O:5]. The yield is 0.440. (7) The reactants are [CH2:1]([O:8][C:9]1[CH:18]=[C:17]2[C:12]([C:13](=[O:19])[CH:14]=[CH:15][NH:16]2)=[CH:11][C:10]=1[O:20][CH3:21])[C:2]1[CH:7]=[CH:6][CH:5]=[CH:4][CH:3]=1.C(=O)([O-])[O-].[Cs+].[Cs+].F[C:29]1[CH:34]=[CH:33][C:32]([N+:35]([O-:37])=[O:36])=[CH:31][C:30]=1[F:38]. The catalyst is CN(C=O)C.CC#N. The product is [CH2:1]([O:8][C:9]1[CH:18]=[C:17]2[C:12]([C:13]([O:19][C:29]3[CH:34]=[CH:33][C:32]([N+:35]([O-:37])=[O:36])=[CH:31][C:30]=3[F:38])=[CH:14][CH:15]=[N:16]2)=[CH:11][C:10]=1[O:20][CH3:21])[C:2]1[CH:7]=[CH:6][CH:5]=[CH:4][CH:3]=1. The yield is 0.410. (8) The reactants are [CH2:1]([O:3][C:4](=[O:22])[CH2:5][NH:6][CH2:7][CH2:8][NH:9][S:10]([C:13]1[S:14][C:15]2[CH:21]=[CH:20][CH:19]=[CH:18][C:16]=2[N:17]=1)(=[O:12])=[O:11])[CH3:2].[N:23]1([CH2:32][C:33](O)=[O:34])[CH:31]=[C:29]([CH3:30])[C:27](=[O:28])[NH:26][C:24]1=[O:25].C1C=CC2N(O)N=NC=2C=1.C1CCC(N=C=NC2CCCCC2)CC1.C(N(CC)C(C)C)(C)C. The catalyst is CN(C=O)C. The product is [CH2:1]([O:3][C:4](=[O:22])[CH2:5][N:6]([CH2:7][CH2:8][NH:9][S:10]([C:13]1[S:14][C:15]2[CH:21]=[CH:20][CH:19]=[CH:18][C:16]=2[N:17]=1)(=[O:12])=[O:11])[C:33](=[O:34])[CH2:32][N:23]1[CH:31]=[C:29]([CH3:30])[C:27](=[O:28])[NH:26][C:24]1=[O:25])[CH3:2]. The yield is 0.750. (9) The reactants are Cl[C:2]1[N:7]=[C:6]([NH:8][C:9]2[N:14]=[CH:13][C:12]3[N:15]=[C:16]([CH:21]([F:23])[F:22])[N:17]([CH:18]([CH3:20])[CH3:19])[C:11]=3[CH:10]=2)[CH:5]=[CH:4][N:3]=1.C(=O)([O-])[O-].[Na+].[Na+].[CH:30]1([S:33]([N:36]2[CH:40]=[C:39](B3OC(C)(C)C(C)(C)O3)[CH:38]=[N:37]2)(=[O:35])=[O:34])[CH2:32][CH2:31]1.O1CCOCC1. The catalyst is O.C1C=CC([P]([Pd]([P](C2C=CC=CC=2)(C2C=CC=CC=2)C2C=CC=CC=2)([P](C2C=CC=CC=2)(C2C=CC=CC=2)C2C=CC=CC=2)[P](C2C=CC=CC=2)(C2C=CC=CC=2)C2C=CC=CC=2)(C2C=CC=CC=2)C2C=CC=CC=2)=CC=1. The product is [CH:30]1([S:33]([N:36]2[CH:40]=[C:39]([C:2]3[N:7]=[C:6]([NH:8][C:9]4[N:14]=[CH:13][C:12]5[N:15]=[C:16]([CH:21]([F:23])[F:22])[N:17]([CH:18]([CH3:20])[CH3:19])[C:11]=5[CH:10]=4)[CH:5]=[CH:4][N:3]=3)[CH:38]=[N:37]2)(=[O:34])=[O:35])[CH2:32][CH2:31]1. The yield is 0.480.